From a dataset of Catalyst prediction with 721,799 reactions and 888 catalyst types from USPTO. Predict which catalyst facilitates the given reaction. (1) Reactant: [CH2:1]([OH:5])[CH2:2][CH2:3][CH3:4].[Cl:6][C:7]1[CH:8]=[C:9]2[C:13](=[CH:14][CH:15]=1)[N:12]([C:16]1[N:20]([CH3:21])[N:19]=[C:18]([CH3:22])[C:17]=1[CH2:23][CH2:24][S:25]([NH2:28])(=[O:27])=[O:26])[CH:11]=[CH:10]2.N12CCCN=C1CCCCC2.[Cl-].[NH4+].CN(C)[CH:44]=[O:45]. Product: [Cl:6][C:7]1[CH:8]=[C:9]2[C:13](=[CH:14][CH:15]=1)[N:12]([C:16]1[N:20]([CH3:21])[N:19]=[C:18]([CH3:22])[C:17]=1[CH2:23][CH2:24][S:25]([NH:28][C:44](=[O:45])[O:5][CH2:1][CH2:2][CH2:3][CH3:4])(=[O:27])=[O:26])[CH:11]=[CH:10]2. The catalyst class is: 277. (2) Reactant: [C:1]([O:5][C:6](=[O:35])[NH:7][C:8]1[S:9][C:10]2[CH2:19][CH2:18][C:17](O)([C:20]([F:23])([F:22])[F:21])[C:16]3[C:12](=[CH:13][N:14]([CH2:25][C:26]4[CH:31]=[CH:30][C:29]([O:32][CH3:33])=[CH:28][CH:27]=4)[N:15]=3)[C:11]=2[N:34]=1)([CH3:4])([CH3:3])[CH3:2].C([O-])([O-])=O.[K+].[K+].O=S(Cl)[Cl:44]. Product: [C:1]([O:5][C:6](=[O:35])[NH:7][C:8]1[S:9][C:10]2[CH2:19][CH2:18][C:17]([Cl:44])([C:20]([F:23])([F:22])[F:21])[C:16]3[C:12](=[CH:13][N:14]([CH2:25][C:26]4[CH:31]=[CH:30][C:29]([O:32][CH3:33])=[CH:28][CH:27]=4)[N:15]=3)[C:11]=2[N:34]=1)([CH3:4])([CH3:3])[CH3:2]. The catalyst class is: 85. (3) The catalyst class is: 801. Reactant: [Br:1][CH2:2][CH2:3][CH2:4][CH2:5][CH2:6]Br.[NH:8]1[CH2:14][CH2:13][CH2:12][CH2:11][CH2:10][CH2:9]1. Product: [Br-:1].[CH2:2]1[N+:8]2([CH2:14][CH2:13][CH2:12][CH2:11][CH2:10][CH2:9]2)[CH2:6][CH2:5][CH2:4][CH2:3]1. (4) Reactant: [CH3:1][O:2][C:3]([C@@H:5]([N:13]1[CH2:21][C:17]2[CH:18]=[CH:19][S:20][C:16]=2[CH2:15][CH2:14]1)[C:6]1[CH:7]=[CH:8][CH:9]=[CH:10][C:11]=1[Cl:12])=[O:4].[ClH:22]. Product: [CH3:1][O:2][C:3]([C@@H:5]([N:13]1[CH2:21][C:17]2[CH:18]=[CH:19][S:20][C:16]=2[CH2:15][CH2:14]1)[C:6]1[C:11]([Cl:12])=[CH:10][CH:9]=[CH:8][CH:7]=1)=[O:4].[ClH:22]. The catalyst class is: 27. (5) Reactant: [C:1]([N:8]1[CH2:13][CH2:12][CH:11](CN)[CH2:10][CH2:9]1)([O:3][C:4]([CH3:7])([CH3:6])[CH3:5])=[O:2]. Product: [C:4]([O:3][C:1]([N:8]1[CH2:13][CH2:12][CH2:11][CH2:10][CH2:9]1)=[O:2])([CH3:7])([CH3:5])[CH3:6]. The catalyst class is: 7. (6) Reactant: [H-].[Na+].[CH2:3]1[CH2:7][O:6][CH2:5][CH2:4]1.[O:8]1[CH2:12][CH2:11][CH:10]([CH:13]=O)[CH2:9]1.CN(C=[O:19])C. Product: [O:6]1[CH2:7][CH2:3][CH:4](/[CH:13]=[CH:10]/[C:9]([O:8][CH2:12][CH3:11])=[O:19])[CH2:5]1. The catalyst class is: 6. (7) Reactant: [C:1]([O:5][C:6]([N:8]1[C:16]2[C:11](=[CH:12][C:13]([C:17](C)(C)[O:18][SiH2]C(C)(C)C)=[CH:14][CH:15]=2)[CH:10]=[C:9]1[C:26]1[C:27]2[S:40][C:39]([CH2:41][N:42]3[CH2:47][CH2:46][CH2:45][CH2:44][CH2:43]3)=[CH:38][C:28]=2[N:29]([C:31]([O:33][C:34]([CH3:37])([CH3:36])[CH3:35])=[O:32])[N:30]=1)=[O:7])([CH3:4])([CH3:3])[CH3:2].CCCC[N+](CCCC)(CCCC)CCCC.[F-]. Product: [C:1]([O:5][C:6]([N:8]1[C:16]2[C:11](=[CH:12][C:13]([CH2:17][OH:18])=[CH:14][CH:15]=2)[CH:10]=[C:9]1[C:26]1[C:27]2[S:40][C:39]([CH2:41][N:42]3[CH2:43][CH2:44][CH2:45][CH2:46][CH2:47]3)=[CH:38][C:28]=2[N:29]([C:31]([O:33][C:34]([CH3:37])([CH3:36])[CH3:35])=[O:32])[N:30]=1)=[O:7])([CH3:2])([CH3:3])[CH3:4]. The catalyst class is: 54. (8) Reactant: [H-].[H-].[H-].[H-].[Li+].[Al+3].[NH2:7][C:8]1[CH:9]=[C:10]([CH:14]=[CH:15][CH:16]=1)[C:11](O)=[O:12].O.[OH-].[Na+]. Product: [NH2:7][C:8]1[CH:9]=[C:10]([CH2:11][OH:12])[CH:14]=[CH:15][CH:16]=1. The catalyst class is: 1.